From a dataset of Full USPTO retrosynthesis dataset with 1.9M reactions from patents (1976-2016). Predict the reactants needed to synthesize the given product. The reactants are: [C:1]([BH3-])#[N:2].[Na+].N[C:6]1[CH:7]=[CH:8][C:9]2[C:10]3[N:18]=[C:17]([Br:19])[CH:16]=C(C(N)=O)[C:11]=3[NH:12][C:13]=2[CH:14]=1.C=O.[C:25]([OH:28])(=O)[CH3:26].[NH3:29].[CH3:30]O. Given the product [Br:19][C:17]1[CH:16]=[C:26]([C:25]([NH2:29])=[O:28])[C:11]2[NH:12][C:13]3[CH:14]=[C:6]([N:2]([CH3:1])[CH3:30])[CH:7]=[CH:8][C:9]=3[C:10]=2[N:18]=1, predict the reactants needed to synthesize it.